This data is from Reaction yield outcomes from USPTO patents with 853,638 reactions. The task is: Predict the reaction yield, written as a fraction of the theoretical maximum amount of product (1.0 means a 100% yield; for example, 0.34 means a 34% yield). (1) The reactants are O[C:2]1[C:7]([C:8]([O:10][CH3:11])=[O:9])=[CH:6][CH:5]=[CH:4][C:3]=1[NH:12][C:13]([CH:15]1[CH2:20][CH2:19][N:18]([C:21]([O:23][CH2:24][C:25]2[CH:30]=[CH:29][CH:28]=[CH:27][CH:26]=2)=[O:22])[CH2:17][CH2:16]1)=[O:14].C(=O)(O)[O-].[Na+]. The catalyst is C(O)(=O)CC.O. The product is [CH2:24]([O:23][C:21]([N:18]1[CH2:17][CH2:16][CH:15]([C:13]2[O:14][C:2]3[C:7]([C:8]([O:10][CH3:11])=[O:9])=[CH:6][CH:5]=[CH:4][C:3]=3[N:12]=2)[CH2:20][CH2:19]1)=[O:22])[C:25]1[CH:30]=[CH:29][CH:28]=[CH:27][CH:26]=1. The yield is 0.220. (2) The reactants are [N+:1]([C:4]1[CH:9]=[CH:8][C:7]([CH2:10][C:11]([OH:13])=[O:12])=[CH:6][CH:5]=1)([O-:3])=[O:2].S(=O)(=O)(O)O.[OH-].[Na+].[CH2:21](O)[CH3:22]. No catalyst specified. The product is [CH2:21]([O:12][C:11](=[O:13])[CH2:10][C:7]1[CH:6]=[CH:5][C:4]([N+:1]([O-:3])=[O:2])=[CH:9][CH:8]=1)[CH3:22]. The yield is 0.980. (3) The product is [Br:1][C:2]1[CH:10]=[C:9]2[C:5]([C:6]([CH2:11][N:12]([CH3:20])[C:13](=[O:19])[O:14][C:15]([CH3:16])([CH3:17])[CH3:18])=[CH:7][N:8]2[S:32]([C:28]2[CH:29]=[CH:30][CH:31]=[C:26]([O:25][CH:24]([F:23])[F:36])[CH:27]=2)(=[O:34])=[O:33])=[CH:4][CH:3]=1. The yield is 0.410. The reactants are [Br:1][C:2]1[CH:10]=[C:9]2[C:5]([C:6]([CH2:11][N:12]([CH3:20])[C:13](=[O:19])[O:14][C:15]([CH3:18])([CH3:17])[CH3:16])=[CH:7][NH:8]2)=[CH:4][CH:3]=1.[H-].[Na+].[F:23][CH:24]([F:36])[O:25][C:26]1[CH:27]=[C:28]([S:32](Cl)(=[O:34])=[O:33])[CH:29]=[CH:30][CH:31]=1.[Cl-].[NH4+]. The catalyst is CN(C)C=O. (4) The reactants are [C:1]([O:23][CH2:24][CH2:25][C:26]([F:38])([F:37])[C:27]([F:36])([F:35])[C:28]([F:34])([F:33])[C:29]([F:32])([F:31])[F:30])(=[O:22])[CH2:2][CH2:3][C:4]([O:6][CH2:7][CH2:8][C:9]([F:21])([F:20])[C:10]([F:19])([F:18])[C:11]([F:17])([F:16])[C:12]([F:15])([F:14])[F:13])=[O:5].CN[N:41]([CH2:44][CH3:45])NC.C(=O)([O-])[O-].[K+].[K+].[C:52](OCC)(=O)C.[C:58](#[N:60])C. No catalyst specified. The product is [CH3:52][N:60]([CH2:45][CH2:44][NH:41][CH:2]([CH2:3][C:4]([O:6][CH2:7][CH2:8][C:9]([F:21])([F:20])[C:10]([F:18])([F:19])[C:11]([F:17])([F:16])[C:12]([F:15])([F:14])[F:13])=[O:5])[C:1]([O:23][CH2:24][CH2:25][C:26]([F:37])([F:38])[C:27]([F:35])([F:36])[C:28]([F:33])([F:34])[C:29]([F:32])([F:31])[F:30])=[O:22])[CH3:58]. The yield is 0.540. (5) The reactants are [F:1][C:2]1[CH:3]=[CH:4][C:5]([CH3:19])=[C:6]([C:8]2[CH:17]=[C:16]3[C:11]([CH:12]=[C:13]([NH2:18])[N:14]=[CH:15]3)=[CH:10][CH:9]=2)[CH:7]=1.[Br:20]N1C(=O)CCC1=O.O.C(=O)(O)[O-].[Na+]. The catalyst is CO. The product is [Br:20][C:12]1[C:11]2[C:16](=[CH:17][C:8]([C:6]3[CH:7]=[C:2]([F:1])[CH:3]=[CH:4][C:5]=3[CH3:19])=[CH:9][CH:10]=2)[CH:15]=[N:14][C:13]=1[NH2:18]. The yield is 0.690. (6) The reactants are Cl[C:2]1[CH:7]=[C:6](Cl)[N:5]=[CH:4][N:3]=1.[C:9]1(B(O)O)[CH:14]=[CH:13][CH:12]=[CH:11][CH:10]=1.C(=O)([O-])[O-].[Na+].[Na+]. The catalyst is C1C=CC(P(C2C=CC=CC=2)C2C=CC=CC=2)=CC=1.C1C=CC(P(C2C=CC=CC=2)C2C=CC=CC=2)=CC=1.Cl[Pd]Cl.O.C(#N)C. The product is [C:9]1([C:2]2[CH:7]=[C:6]([C:9]3[CH:14]=[CH:13][CH:12]=[CH:11][CH:10]=3)[N:5]=[CH:4][N:3]=2)[CH:14]=[CH:13][CH:12]=[CH:11][CH:10]=1. The yield is 0.380. (7) The reactants are [CH2:1]([C:4]1[C:9]([O:10][CH3:11])=[CH:8][CH:7]=[C:6]([N+:12]([O-])=O)[N:5]=1)[CH:2]=[CH2:3]. The catalyst is C(O)C.[Pd]. The yield is 0.820. The product is [CH3:11][O:10][C:9]1[CH:8]=[CH:7][C:6]([NH2:12])=[N:5][C:4]=1[CH2:1][CH2:2][CH3:3].